Dataset: Forward reaction prediction with 1.9M reactions from USPTO patents (1976-2016). Task: Predict the product of the given reaction. (1) Given the reactants [Cl:1][C:2]1[S:3][C:4]([Cl:9])=[CH:5][C:6]=1[CH2:7]O.P(Br)(Br)[Br:11], predict the reaction product. The product is: [Br:11][CH2:7][C:6]1[CH:5]=[C:4]([Cl:9])[S:3][C:2]=1[Cl:1]. (2) Given the reactants C[O:2][C:3](=[O:20])[C:4]1[CH:9]=[C:8]([C:10]#[C:11][Si](C)(C)C)[CH:7]=[CH:6][C:5]=1[O:16][CH:17]([CH3:19])[CH3:18], predict the reaction product. The product is: [C:10]([C:8]1[CH:7]=[CH:6][C:5]([O:16][CH:17]([CH3:19])[CH3:18])=[C:4]([CH:9]=1)[C:3]([OH:20])=[O:2])#[CH:11]. (3) Given the reactants [CH:1]1[C:10]2[C:5](=[CH:6][CH:7]=[CH:8][CH:9]=2)[CH:4]=[CH:3][C:2]=1[CH:11]=O.[CH3:13][O:14][C:15]1[CH:16]=[C:17]([CH:21]=[CH:22][C:23]=1[O:24][CH3:25])[CH2:18][C:19]#[N:20], predict the reaction product. The product is: [CH3:13][O:14][C:15]1[CH:16]=[C:17](/[C:18](=[CH:11]/[C:2]2[CH:3]=[CH:4][C:5]3[C:10](=[CH:9][CH:8]=[CH:7][CH:6]=3)[CH:1]=2)/[C:19]#[N:20])[CH:21]=[CH:22][C:23]=1[O:24][CH3:25].